This data is from Catalyst prediction with 721,799 reactions and 888 catalyst types from USPTO. The task is: Predict which catalyst facilitates the given reaction. (1) Reactant: [CH3:1][CH:2]1[CH2:7][NH:6][CH2:5][CH:4]([CH3:8])[N:3]1[C:9]1[S:10][C:11]2[CH:17]=[C:16]([C:18]([F:21])([F:20])[F:19])[CH:15]=[CH:14][C:12]=2[N:13]=1.[CH3:22][O:23][C:24](=[O:34])[CH2:25][C:26]1[CH:31]=[CH:30][CH:29]=[C:28]([CH2:32]Br)[CH:27]=1.C(=O)([O-])[O-].[K+].[K+].CN(C)C=O. Product: [CH3:22][O:23][C:24](=[O:34])[CH2:25][C:26]1[CH:31]=[CH:30][CH:29]=[C:28]([CH2:32][N:6]2[CH2:5][CH:4]([CH3:8])[N:3]([C:9]3[S:10][C:11]4[CH:17]=[C:16]([C:18]([F:21])([F:20])[F:19])[CH:15]=[CH:14][C:12]=4[N:13]=3)[CH:2]([CH3:1])[CH2:7]2)[CH:27]=1. The catalyst class is: 6. (2) Reactant: [F:1][C:2]1[CH:8]=[CH:7][C:5]([NH2:6])=[CH:4][CH:3]=1.[CH2:9]([O:11][C:12]([C:14]1[CH:15]=[N:16][C:17]2[C:22]([C:23]=1Cl)=[CH:21][C:20]([Br:25])=[CH:19][CH:18]=2)=[O:13])[CH3:10]. Product: [Br:25][C:20]1[CH:21]=[C:22]2[C:17](=[CH:18][CH:19]=1)[N:16]=[CH:15][C:14]([C:12]([O:11][CH2:9][CH3:10])=[O:13])=[C:23]2[NH:6][C:5]1[CH:7]=[CH:8][C:2]([F:1])=[CH:3][CH:4]=1. The catalyst class is: 12.